From a dataset of Reaction yield outcomes from USPTO patents with 853,638 reactions. Predict the reaction yield, written as a fraction of the theoretical maximum amount of product (1.0 means a 100% yield; for example, 0.34 means a 34% yield). (1) The reactants are [CH3:1][C:2]([C:6]1[NH:7][C:8]2[C:13]([CH:14]=1)=[CH:12][C:11]([N+:15]([O-])=O)=[CH:10][CH:9]=2)([CH3:5])[CH2:3][OH:4].O.O.[Sn](Cl)(Cl)(Cl)Cl. The catalyst is C(O)C.C(OCC)(=O)C.O. The product is [NH2:15][C:11]1[CH:12]=[C:13]2[C:8](=[CH:9][CH:10]=1)[NH:7][C:6]([C:2]([CH3:5])([CH3:1])[CH2:3][OH:4])=[CH:14]2. The yield is 0.980. (2) The reactants are [C:1]([O:4][C:5]1([C:8]([OH:10])=O)[CH2:7][CH2:6]1)(=[O:3])[CH3:2].O1CCCC1.C(Cl)(=O)C(Cl)=O.Cl.[NH2:23][C:24]1[N:25]=[C:26]2[CH:31]=[CH:30][C:29]([O:32][C:33]3[CH:34]=[CH:35][C:36]([CH3:49])=[C:37]([NH:39][C:40]([C:42]4[N:46]([CH3:47])[N:45]=[C:44]([CH3:48])[CH:43]=4)=[O:41])[CH:38]=3)=[N:28][N:27]2[CH:50]=1. The catalyst is CN(C)C=O.CN(C)C(=O)C. The product is [C:1]([O:4][C:5]1([C:8]([NH:23][C:24]2[N:25]=[C:26]3[CH:31]=[CH:30][C:29]([O:32][C:33]4[CH:34]=[CH:35][C:36]([CH3:49])=[C:37]([NH:39][C:40]([C:42]5[N:46]([CH3:47])[N:45]=[C:44]([CH3:48])[CH:43]=5)=[O:41])[CH:38]=4)=[N:28][N:27]3[CH:50]=2)=[O:10])[CH2:6][CH2:7]1)(=[O:3])[CH3:2]. The yield is 0.740. (3) The reactants are [CH:1]1[C:14]2[C:5]3=[C:6]4[C:11](=[CH:12][CH:13]=2)[CH:10]=[CH:9][CH:8]=[C:7]4[CH2:15][C:4]3=[CH:3][CH:2]=1. The catalyst is [Pd].CCO. The product is [CH:10]1[C:11]2[CH2:12][CH2:13][C:14]3[CH:1]=[CH:2][CH:3]=[C:4]4[CH2:15][C:7]([C:6]=2[C:5]=34)=[CH:8][CH:9]=1. The yield is 0.900. (4) The reactants are CC([O-])(C)C.[K+].CC1C=CC(S([CH2:17][N+:18]#[C-])(=O)=O)=CC=1.[CH2:20]([O:27][C:28]1[CH:29]=[C:30]([CH:33]=[CH:34][C:35]=1[O:36][CH3:37])[CH:31]=O)[C:21]1[CH:26]=[CH:25][CH:24]=[CH:23][CH:22]=1.CO. The catalyst is C1COCC1.O. The product is [CH2:20]([O:27][C:28]1[CH:29]=[C:30]([CH2:31][C:17]#[N:18])[CH:33]=[CH:34][C:35]=1[O:36][CH3:37])[C:21]1[CH:26]=[CH:25][CH:24]=[CH:23][CH:22]=1. The yield is 0.480. (5) The catalyst is O1CCOCC1. The yield is 0.840. The product is [F:12][C:13]1[CH:21]=[C:20]([F:22])[CH:19]=[CH:18][C:14]=1[C:15]([NH:6][C:5]1[CH:7]=[CH:8][C:2]([F:1])=[C:3]([N+:9]([O-:11])=[O:10])[CH:4]=1)=[O:16]. The reactants are [F:1][C:2]1[CH:8]=[CH:7][C:5]([NH2:6])=[CH:4][C:3]=1[N+:9]([O-:11])=[O:10].[F:12][C:13]1[CH:21]=[C:20]([F:22])[CH:19]=[CH:18][C:14]=1[C:15](Cl)=[O:16]. (6) The reactants are C(N=C=NC(C)C)(C)C.[CH3:10][C:11]1[CH:33]=[CH:32][CH:31]=[C:30]([CH3:34])[C:12]=1[O:13][C:14]1[CH:19]=[CH:18][C:17]([NH:20][C:21]([NH:23][C:24](OCC)=[O:25])=S)=[CH:16][C:15]=1[F:29].[NH:35]1[CH:39]=[C:38]([C:40]([O:42][CH2:43][CH3:44])=[O:41])[CH:37]=[N:36]1.C(Cl)Cl. The catalyst is ClCCCl.Cl[Ti](Cl)(Cl)Cl.CCO. The product is [CH3:10][C:11]1[CH:33]=[CH:32][CH:31]=[C:30]([CH3:34])[C:12]=1[O:13][C:14]1[CH:19]=[C:18]2[C:17](=[CH:16][C:15]=1[F:29])[N:20]=[C:21]([N:35]1[CH:39]=[C:38]([C:40]([O:42][CH2:43][CH3:44])=[O:41])[CH:37]=[N:36]1)[NH:23][C:24]2=[O:25]. The yield is 0.310. (7) The reactants are Br[C:2]1[CH:7]=[CH:6][C:5]([Cl:8])=[C:4]([CH:9]([F:11])[CH3:10])[CH:3]=1.C([Li])CCC.C(O[B:21]1[O:25][C:24]([CH3:27])([CH3:26])[C:23]([CH3:29])([CH3:28])[O:22]1)(C)C.Cl. The catalyst is C(OCC)C.O. The product is [Cl:8][C:5]1[CH:6]=[CH:7][C:2]([B:21]2[O:25][C:24]([CH3:27])([CH3:26])[C:23]([CH3:29])([CH3:28])[O:22]2)=[CH:3][C:4]=1[CH:9]([F:11])[CH3:10]. The yield is 0.507. (8) The reactants are Br[C:2]1[C:6]([C:7]2[CH2:12][CH2:11][CH2:10][CH2:9][CH:8]=2)=[CH:5][S:4][CH:3]=1.[C:13](C1C(Br)=CSC=1)(=[O:15])[CH3:14]. No catalyst specified. The product is [C:13]([C:2]1[C:6]([C:7]2[CH2:12][CH2:11][CH2:10][CH2:9][CH:8]=2)=[CH:5][S:4][CH:3]=1)(=[O:15])[CH3:14]. The yield is 0.310.